From a dataset of NCI-60 drug combinations with 297,098 pairs across 59 cell lines. Regression. Given two drug SMILES strings and cell line genomic features, predict the synergy score measuring deviation from expected non-interaction effect. Drug 1: CN1C(=O)N2C=NC(=C2N=N1)C(=O)N. Drug 2: CC1C(C(CC(O1)OC2CC(CC3=C2C(=C4C(=C3O)C(=O)C5=CC=CC=C5C4=O)O)(C(=O)C)O)N)O. Cell line: SF-268. Synergy scores: CSS=37.2, Synergy_ZIP=-3.93, Synergy_Bliss=-4.14, Synergy_Loewe=-2.32, Synergy_HSA=-1.62.